From a dataset of Reaction yield outcomes from USPTO patents with 853,638 reactions. Predict the reaction yield, written as a fraction of the theoretical maximum amount of product (1.0 means a 100% yield; for example, 0.34 means a 34% yield). (1) The reactants are [NH:1]1[C:9]2[C:4](=[CH:5][CH:6]=[CH:7][CH:8]=2)[C:3]2([C:13]3=[CH:14][C:15]4[O:19][CH2:18][O:17][C:16]=4[CH:20]=[C:12]3[O:11][CH2:10]2)[C:2]1=[O:21].C(=O)([O-])[O-].[Cs+].[Cs+].[Cl:28][C:29]1[S:33][N:32]=[C:31]([CH2:34]Cl)[N:30]=1. The catalyst is CC(C)=O.CC(=O)CC. The product is [Cl:28][C:29]1[S:33][N:32]=[C:31]([CH2:34][N:1]2[C:9]3[C:4](=[CH:5][CH:6]=[CH:7][CH:8]=3)[C:3]3([C:13]4=[CH:14][C:15]5[O:19][CH2:18][O:17][C:16]=5[CH:20]=[C:12]4[O:11][CH2:10]3)[C:2]2=[O:21])[N:30]=1. The yield is 0.220. (2) The reactants are [NH2:1][C:2]1[N:7]=[C:6]([NH2:8])[C:5]([OH:9])=[C:4]([CH2:10][CH3:11])[N:3]=1.O.[OH-].[Li+].[CH3:15][C:16]1[CH:25]=[C:24]([O:26][CH2:27][CH2:28][CH2:29]Br)[C:23]2[C:18](=[CH:19][CH:20]=[CH:21][CH:22]=2)[N:17]=1. The catalyst is CN(C=O)C. The product is [NH2:1][C:2]1[N:7]=[C:6]([NH2:8])[C:5]([O:9][CH2:29][CH2:28][CH2:27][O:26][C:24]2[C:23]3[C:18](=[CH:19][CH:20]=[CH:21][CH:22]=3)[N:17]=[C:16]([CH3:15])[CH:25]=2)=[C:4]([CH2:10][CH3:11])[N:3]=1. The yield is 0.470. (3) The reactants are [CH:1]1[C:10]2[C:5](=[CH:6][CH:7]=[CH:8][CH:9]=2)[CH:4]=[CH:3][N:2]=1.[N+:11]([O-])([O-:13])=[O:12].[K+].C(OCC)(=O)C.[NH4+].[OH-]. The catalyst is OS(O)(=O)=O.O. The product is [N+:11]([C:6]1[CH:7]=[CH:8][CH:9]=[C:10]2[C:5]=1[CH:4]=[CH:3][N:2]=[CH:1]2)([O-:13])=[O:12]. The yield is 0.940. (4) The reactants are [C:1]([C@@H:4]([NH:6][C:7]1[N:12]=[C:11]([C:13]2[CH:18]=[CH:17][C:16]([OH:19])=[CH:15][CH:14]=2)[N:10]=[C:9]([C:20]([NH2:22])=[O:21])[CH:8]=1)[CH3:5])(=[O:3])[NH2:2].F[C:24]1[CH:31]=[CH:30][C:27]([C:28]#[N:29])=[CH:26][CH:25]=1.C(=O)([O-])[O-].[K+].[K+]. The catalyst is CN(C)C=O. The product is [C:1]([C@@H:4]([NH:6][C:7]1[N:12]=[C:11]([C:13]2[CH:18]=[CH:17][C:16]([O:19][C:24]3[CH:31]=[CH:30][C:27]([C:28]#[N:29])=[CH:26][CH:25]=3)=[CH:15][CH:14]=2)[N:10]=[C:9]([C:20]([NH2:22])=[O:21])[CH:8]=1)[CH3:5])(=[O:3])[NH2:2]. The yield is 0.330. (5) The reactants are [H-].[H-].[H-].[H-].[Li+].[Al+3].[CH3:7][O:8][CH2:9][CH2:10][O:11][C:12]1[CH:13]=[C:14]([C:22]2[C:23]([C:34](OCC)=[O:35])=[N:24][N:25]([CH:28]3[CH2:33][CH2:32][CH2:31][CH2:30][O:29]3)[C:26]=2[CH3:27])[CH:15]=[C:16]([C:18]([F:21])([F:20])[F:19])[CH:17]=1. The catalyst is O1CCCC1. The product is [CH3:7][O:8][CH2:9][CH2:10][O:11][C:12]1[CH:13]=[C:14]([C:22]2[C:23]([CH2:34][OH:35])=[N:24][N:25]([CH:28]3[CH2:33][CH2:32][CH2:31][CH2:30][O:29]3)[C:26]=2[CH3:27])[CH:15]=[C:16]([C:18]([F:21])([F:20])[F:19])[CH:17]=1. The yield is 0.430.